Dataset: Forward reaction prediction with 1.9M reactions from USPTO patents (1976-2016). Task: Predict the product of the given reaction. (1) Given the reactants C1CCC(N=C=N[CH:10]2[CH2:15]CCCC2)CC1.[CH:16]1[CH:17]=[CH:18][C:19]([NH:26][C:27]2[C:28]([Cl:34])=[CH:29][CH:30]=[CH:31][C:32]=2[Cl:33])=[C:20](CC(O)=O)[CH:21]=1.[OH:35][CH2:36][CH2:37][S:38][S:39]([CH3:42])(=[O:41])=[O:40].C(NC1CCCCC1)(NC1CCCCC1)=[O:44], predict the reaction product. The product is: [CH3:42][S:39]([S:38][CH2:37][CH2:36][O:35][C:10](=[O:44])[CH2:15][C:21]1[CH:16]=[CH:17][CH:18]=[C:19]([NH:26][C:27]2[C:32]([Cl:33])=[CH:31][CH:30]=[CH:29][C:28]=2[Cl:34])[CH:20]=1)(=[O:41])=[O:40]. (2) Given the reactants Br[C:2]1[CH:7]=[CH:6][C:5]([CH:8]([CH3:26])[C:9]([C:15]2[CH:16]=[CH:17][C:18](=[O:25])[N:19]3[C:24]=2[CH:23]=[CH:22][CH:21]=[CH:20]3)([OH:14])[C:10]([F:13])([F:12])[F:11])=[C:4]([Cl:27])[CH:3]=1.[F:28][C:29]1[CH:30]=[C:31](B(O)O)[CH:32]=[CH:33][C:34]=1[C:35]([O:37][CH3:38])=[O:36], predict the reaction product. The product is: [CH3:38][O:37][C:35]([C:34]1[CH:33]=[CH:32][C:31]([C:2]2[CH:7]=[CH:6][C:5]([CH:8]([CH3:26])[C:9]([OH:14])([C:15]3[CH:16]=[CH:17][C:18](=[O:25])[N:19]4[C:24]=3[CH:23]=[CH:22][CH:21]=[CH:20]4)[C:10]([F:11])([F:13])[F:12])=[C:4]([Cl:27])[CH:3]=2)=[CH:30][C:29]=1[F:28])=[O:36]. (3) Given the reactants Br[C:2]1[CH:3]=[N:4][C:5]([C:8]([C:10]2[CH:15]=[CH:14][CH:13]=[CH:12][CH:11]=2)=[O:9])=[N:6][CH:7]=1.BrC1C=NC(C2C=CC=CC=2)=NC=1.C([N:36]1[CH:40]=[CH:39][N:38]=[C:37]1[C:41]1[CH:42]=[N:43][CH:44]=[CH:45][CH:46]=1)C1C=CC=CC=1, predict the reaction product. The product is: [C:10]1([C:8]([C:5]2[N:4]=[CH:3][C:2]([C:40]3[NH:36][C:37]([C:41]4[CH:42]=[N:43][CH:44]=[CH:45][CH:46]=4)=[N:38][CH:39]=3)=[CH:7][N:6]=2)=[O:9])[CH:15]=[CH:14][CH:13]=[CH:12][CH:11]=1. (4) Given the reactants [C:1]([C:3]1[C:8]2[C:9]([C:12]3[CH:17]=[CH:16][CH:15]=[CH:14][CH:13]=3)=[N:10][O:11][C:7]=2[C:6]([OH:18])=[C:5]([C:19]([NH:21][CH2:22][C:23]([OH:25])=[O:24])=[O:20])[N:4]=1)#[CH:2].[OH2:26], predict the reaction product. The product is: [C:1]([C:3]1[C:8]2[C:9]([C:12]3[CH:17]=[CH:16][CH:15]=[CH:14][CH:13]=3)=[N:10][O:11][C:7]=2[C:6]([OH:18])=[C:5]([C:19]([NH:21][CH2:22][C:23]([OH:25])=[O:24])=[O:20])[N:4]=1)(=[O:26])[CH3:2]. (5) The product is: [NH:10]1[CH2:11][CH2:12][CH2:13][C@@H:8]([CH2:7][N:1]2[CH2:2][CH2:3][CH2:4][CH2:5][CH2:6]2)[CH2:9]1. Given the reactants [N:1]1([CH2:7][C@@H:8]2[CH2:13][CH2:12][CH2:11][N:10](C(OC(C)(C)C)=O)[CH2:9]2)[CH2:6][CH2:5][CH2:4][CH2:3][CH2:2]1.C(O)(C(F)(F)F)=O, predict the reaction product. (6) Given the reactants [Cl:1][C:2]1[C:11]2[C:6](=[CH:7][C:8]([O:14][CH2:15][CH2:16][N:17]3[CH:21]=[N:20][CH:19]=[N:18]3)=[C:9]([O:12][CH3:13])[CH:10]=2)[N:5]=[CH:4][N:3]=1.[Br:22][C:23]1[CH:29]=[CH:28][C:26]([NH2:27])=[C:25]([F:30])[CH:24]=1.C(O)(C)C, predict the reaction product. The product is: [ClH:1].[Br:22][C:23]1[CH:29]=[CH:28][C:26]([NH:27][C:2]2[C:11]3[C:6](=[CH:7][C:8]([O:14][CH2:15][CH2:16][N:17]4[CH:21]=[N:20][CH:19]=[N:18]4)=[C:9]([O:12][CH3:13])[CH:10]=3)[N:5]=[CH:4][N:3]=2)=[C:25]([F:30])[CH:24]=1.